From a dataset of Full USPTO retrosynthesis dataset with 1.9M reactions from patents (1976-2016). Predict the reactants needed to synthesize the given product. Given the product [C:8]([NH:10][C:11]([NH2:13])=[O:12])(=[O:9])[C:4]1[CH:5]=[CH:6][CH:1]=[CH:2][CH:3]=1, predict the reactants needed to synthesize it. The reactants are: [CH:1]1[CH:6]=[C:5](F)[C:4]([C:8]([NH:10][C:11]([NH:13]C2C=C(Cl)C(OC3N=CC(C(F)(F)F)=CC=3Cl)=C(Cl)C=2)=[O:12])=[O:9])=[C:3](F)[CH:2]=1.C1C=C(F)C(C(NC(NC2C=CC(Cl)=CC=2)=O)=O)=C(F)C=1.C1C=C(F)C(C(NC(NC2C=CC(Cl)=C(OC3N=CC(C(F)(F)F)=CC=3Cl)C=2)=O)=O)=C(F)C=1.C1C=C(F)C(C(NC(NC2C=CC(CO/N=C(\C3CC3)/C3C=CC(Cl)=CC=3)=CC=2)=O)=O)=C(F)C=1.C1C=C(F)C(C(NC(NC2C=CC(OC3C=CC(C(F)(F)F)=CC=3Cl)=CC=2F)=O)=O)=C(F)C=1.C1C=C(F)C(C(NC(NC2C=C(Cl)C(OC(F)(F)C(F)F)=C(Cl)C=2)=O)=O)=C(F)C=1.C1C=C(F)C(C(NC(NC2C(Cl)=CC(OC(F)(F)C(F)C(F)(F)F)=C(Cl)C=2)=O)=O)=C(F)C=1.C1C=C(F)C(C(NC(NC2C=CC(OC(F)(F)C(F)OC(F)(F)F)=C(Cl)C=2)=O)=O)=C(F)C=1.C1C=C(F)C(C(NC(NC2C=C(Cl)C(OC(F)(F)C(F)C(F)(F)F)=C(Cl)C=2F)=O)=O)=C(F)C=1.C1C=C(F)C(C(NC(NC2C=C(Cl)C(F)=C(Cl)C=2F)=O)=O)=C(F)C=1.C1C=CC(Cl)=C(C(NC(NC2C=CC(OC(F)(F)F)=CC=2)=O)=O)C=1.